Task: Regression. Given a peptide amino acid sequence and an MHC pseudo amino acid sequence, predict their binding affinity value. This is MHC class II binding data.. Dataset: Peptide-MHC class II binding affinity with 134,281 pairs from IEDB The peptide sequence is KFPELGMNPSHCNEM. The MHC is HLA-DPA10201-DPB10101 with pseudo-sequence HLA-DPA10201-DPB10101. The binding affinity (normalized) is 0.0767.